From a dataset of Full USPTO retrosynthesis dataset with 1.9M reactions from patents (1976-2016). Predict the reactants needed to synthesize the given product. (1) Given the product [C:21]([C:18]1[N:16]2[CH:17]=[C:12]([C:3]3[C:2]([C:26]4[CH:27]=[CH:28][CH:29]=[C:24]([CH3:23])[N:25]=4)=[N:7][CH:6]=[C:5]([NH:8][C:9](=[O:11])[CH3:10])[CH:4]=3)[CH:13]=[CH:14][C:15]2=[N:20][CH:19]=1)#[N:22], predict the reactants needed to synthesize it. The reactants are: Cl[C:2]1[N:7]=[CH:6][C:5]([NH:8][C:9](=[O:11])[CH3:10])=[CH:4][C:3]=1[C:12]1[CH:13]=[CH:14][C:15]2[N:16]([C:18]([C:21]#[N:22])=[CH:19][N:20]=2)[CH:17]=1.[CH3:23][C:24]1[CH:29]=[CH:28][CH:27]=[C:26]([Sn](CCCC)(CCCC)CCCC)[N:25]=1. (2) Given the product [F:13][C:10]([F:12])([F:11])[C:9]([NH:8][CH2:7][C@H:2]1[N:3]([C:26]([C:25]2[CH:24]=[CH:23][S:22][C:21]=2[C:18]2[CH:19]=[CH:20][C:15]([CH3:29])=[CH:16][CH:17]=2)=[O:27])[CH2:4][C@H:5]2[C@@H:1]1[CH2:6]2)=[O:14], predict the reactants needed to synthesize it. The reactants are: [C@H:1]12[CH2:6][C@H:5]1[CH2:4][NH:3][C@@H:2]2[CH2:7][NH:8][C:9](=[O:14])[C:10]([F:13])([F:12])[F:11].[C:15]1([CH3:29])[CH:20]=[CH:19][C:18]([C:21]2[S:22][CH:23]=[CH:24][C:25]=2[C:26](O)=[O:27])=[CH:17][CH:16]=1. (3) Given the product [F:23][C:24]([F:29])([F:28])[C:25]([OH:27])=[O:26].[NH2:21][C@@H:7]([CH2:8][C:9]1[CH:14]=[CH:13][C:12]([C:15]2[CH:16]=[N:17][CH:18]=[CH:19][CH:20]=2)=[CH:11][CH:10]=1)[C:6]([OH:22])=[O:5], predict the reactants needed to synthesize it. The reactants are: C([O:5][C:6](=[O:22])[C@@H:7]([NH2:21])[CH2:8][C:9]1[CH:14]=[CH:13][C:12]([C:15]2[CH:16]=[N:17][CH:18]=[CH:19][CH:20]=2)=[CH:11][CH:10]=1)(C)(C)C.[F:23][C:24]([F:29])([F:28])[C:25]([OH:27])=[O:26]. (4) Given the product [CH3:22][C:21]1[C:16]([N:13]2[CH2:14][CH2:15][N:10]([C:8]([C:5]3[CH:4]=[CH:3][C:2]([N:27]4[CH2:26][C@H:25]([CH3:24])[O:29][C:28]4=[O:30])=[N:7][CH:6]=3)=[O:9])[CH2:11][CH2:12]2)=[N:17][CH:18]=[C:19]([CH3:23])[CH:20]=1, predict the reactants needed to synthesize it. The reactants are: Br[C:2]1[N:7]=[CH:6][C:5]([C:8]([N:10]2[CH2:15][CH2:14][N:13]([C:16]3[C:21]([CH3:22])=[CH:20][C:19]([CH3:23])=[CH:18][N:17]=3)[CH2:12][CH2:11]2)=[O:9])=[CH:4][CH:3]=1.[CH3:24][C@@H:25]1[O:29][C:28](=[O:30])[NH:27][CH2:26]1. (5) Given the product [F:44][C:2]([F:1])([F:43])[C:3]1[CH:4]=[C:5]([C:13]([CH3:41])([CH3:42])[C:14]([N:16]([C:18]2[C:19]([C:33]3[CH:38]=[CH:37][C:36]([F:39])=[CH:35][C:34]=3[CH3:40])=[CH:20][C:21]([N:24]3[CH2:25][CH2:26][CH:27]([CH2:30][S:31]([CH3:32])=[O:53])[CH2:28][CH2:29]3)=[N:22][CH:23]=2)[CH3:17])=[O:15])[CH:6]=[C:7]([C:9]([F:10])([F:11])[F:12])[CH:8]=1, predict the reactants needed to synthesize it. The reactants are: [F:1][C:2]([F:44])([F:43])[C:3]1[CH:4]=[C:5]([C:13]([CH3:42])([CH3:41])[C:14]([N:16]([C:18]2[C:19]([C:33]3[CH:38]=[CH:37][C:36]([F:39])=[CH:35][C:34]=3[CH3:40])=[CH:20][C:21]([N:24]3[CH2:29][CH2:28][CH:27]([CH2:30][S:31][CH3:32])[CH2:26][CH2:25]3)=[N:22][CH:23]=2)[CH3:17])=[O:15])[CH:6]=[C:7]([C:9]([F:12])([F:11])[F:10])[CH:8]=1.ClC1C=CC=C(C(OO)=[O:53])C=1.S([O-])(O)=O.[Na+]. (6) Given the product [Cl:1][C:2]1[N:7]=[CH:6][C:5]2[C:8]([N:23]3[CH2:22][CH:21]4[O:28][CH:25]([CH2:26][CH2:27]4)[CH2:24]3)=[N:9][N:10]([CH:11]([CH3:13])[CH3:12])[C:4]=2[CH:3]=1, predict the reactants needed to synthesize it. The reactants are: [Cl:1][C:2]1[N:7]=[CH:6][C:5]2[C:8](I)=[N:9][N:10]([CH:11]([CH3:13])[CH3:12])[C:4]=2[CH:3]=1.C(=O)([O-])[O-].[K+].[K+].[CH:21]12[O:28][CH:25]([CH2:26][CH2:27]1)[CH2:24][NH:23][CH2:22]2.N1CCC[C@H]1C(O)=O. (7) Given the product [C:1]([O:5][C:6](=[O:17])[NH:7][C@H:8]([C:10]1[CH:15]=[CH:14][CH:13]=[C:12]([O:16][C:19]2[CH:24]=[N:23][CH:22]=[CH:21][N:20]=2)[CH:11]=1)[CH3:9])([CH3:2])([CH3:3])[CH3:4], predict the reactants needed to synthesize it. The reactants are: [C:1]([O:5][C:6](=[O:17])[NH:7][C@H:8]([C:10]1[CH:15]=[CH:14][CH:13]=[C:12]([OH:16])[CH:11]=1)[CH3:9])([CH3:4])([CH3:3])[CH3:2].Cl[C:19]1[CH:24]=[N:23][CH:22]=[CH:21][N:20]=1.C(=O)([O-])[O-].[K+].[K+].N1C=CC=CC=1. (8) The reactants are: [CH3:1][N:2]1[C:6]2[CH:7]=[CH:8][C:9]([C:11](=[O:13])[CH3:12])=[CH:10][C:5]=2[N:4]=[CH:3]1.[Br:14]Br.O1CCOCC1. Given the product [Br:14][CH2:12][C:11]([C:9]1[CH:8]=[CH:7][C:6]2[N:2]([CH3:1])[CH:3]=[N:4][C:5]=2[CH:10]=1)=[O:13].[BrH:14], predict the reactants needed to synthesize it.